Dataset: Forward reaction prediction with 1.9M reactions from USPTO patents (1976-2016). Task: Predict the product of the given reaction. (1) Given the reactants [C:1]([C:3](=[C:7](SC)SC)[C:4]([NH2:6])=[O:5])#[N:2].[CH2:12]([C:14]1[CH:15]=[C:16]([CH:18]=[CH:19][CH:20]=1)[NH2:17])[CH3:13].O.[NH2:22][NH2:23], predict the reaction product. The product is: [NH2:2][C:1]1[NH:23][N:22]=[C:7]([NH:17][C:16]2[CH:18]=[CH:19][CH:20]=[C:14]([CH2:12][CH3:13])[CH:15]=2)[C:3]=1[C:4]([NH2:6])=[O:5]. (2) Given the reactants [I-:1].[Na+].Cl[CH2:4][CH2:5][CH2:6][Si:7]([O:14][CH2:15][CH3:16])([O:11][CH2:12][CH3:13])[O:8][CH2:9][CH3:10], predict the reaction product. The product is: [I:1][CH2:4][CH2:5][CH2:6][Si:7]([O:14][CH2:15][CH3:16])([O:11][CH2:12][CH3:13])[O:8][CH2:9][CH3:10]. (3) Given the reactants C(C1CC2C(=CC(F)=C(OC)C=2C)C1=O)CCC.C(C(CCC)=O)=C.N12CCCN=C1CCCCC2.[CH2:37]([C:41]1([CH2:55][CH2:56][C:57](=[O:61])[CH2:58][CH2:59][CH3:60])[CH2:49][C:48]2[C:43](=[CH:44][C:45]([F:53])=[C:46]([O:51][CH3:52])[C:47]=2[CH3:50])[C:42]1=O)[CH2:38][CH2:39][CH3:40].Cl, predict the reaction product. The product is: [CH2:37]([C:41]12[CH2:55][CH2:56][C:57](=[O:61])[C:58]([CH2:59][CH3:60])=[C:42]1[C:43]1[C:48](=[C:47]([CH3:50])[C:46]([O:51][CH3:52])=[C:45]([F:53])[CH:44]=1)[CH2:49]2)[CH2:38][CH2:39][CH3:40]. (4) Given the reactants CON(C)[C:4]([C:6]1[N:7]=[CH:8][N:9]([C:11]2[CH:12]=[C:13]([C:17]3[CH:22]=[CH:21][CH:20]=[CH:19][C:18]=3[O:23][CH3:24])[CH:14]=[CH:15][CH:16]=2)[CH:10]=1)=[O:5].[S:26]1[CH:30]=[CH:29][N:28]=[CH:27]1, predict the reaction product. The product is: [CH3:24][O:23][C:18]1[CH:19]=[CH:20][CH:21]=[CH:22][C:17]=1[C:13]1[CH:14]=[CH:15][CH:16]=[C:11]([N:9]2[CH:10]=[C:6]([C:4]([C:27]3[S:26][CH:30]=[CH:29][N:28]=3)=[O:5])[N:7]=[CH:8]2)[CH:12]=1. (5) Given the reactants [Br:1][C:2]1[CH:7]=[C:6]([C:8]#[N:9])[CH:5]=[CH:4][C:3]=1[NH:10][CH:11]=[C:12]([C:18]([O:20]CC)=O)[C:13]([O:15][CH2:16][CH3:17])=[O:14], predict the reaction product. The product is: [Br:1][C:2]1[CH:7]=[C:6]([C:8]#[N:9])[CH:5]=[C:4]2[C:3]=1[N:10]=[CH:11][C:12]([C:13]([O:15][CH2:16][CH3:17])=[O:14])=[C:18]2[OH:20]. (6) Given the reactants [C:1]1([CH:7]([C:13]2[CH:18]=[CH:17][CH:16]=[CH:15][CH:14]=2)[C:8]([N:10]=[C:11]=[O:12])=[O:9])[CH:6]=[CH:5][CH:4]=[CH:3][CH:2]=1.[C:19]([OH:23])([CH3:22])([CH3:21])[CH3:20], predict the reaction product. The product is: [C:19]([O:23][C:11](=[O:12])[NH:10][C:8](=[O:9])[CH:7]([C:1]1[CH:6]=[CH:5][CH:4]=[CH:3][CH:2]=1)[C:13]1[CH:18]=[CH:17][CH:16]=[CH:15][CH:14]=1)([CH3:22])([CH3:21])[CH3:20]. (7) Given the reactants C1C=CC([C@@H](N)C(O)=O)=CC=1.[S:12]([C:16]1[CH:22]=[CH:21][C:19]([CH3:20])=[CH:18][CH:17]=1)([OH:15])(=[O:14])=[O:13].[NH2:23][C@@H:24]([C:33]1[CH:38]=[CH:37][CH:36]=[CH:35][CH:34]=1)[C:25]([O:27][CH:28]1[CH2:32][CH2:31][CH2:30][CH2:29]1)=[O:26], predict the reaction product. The product is: [CH3:20][C:19]1[CH:18]=[CH:17][C:16]([S:12]([OH:15])(=[O:14])=[O:13])=[CH:22][CH:21]=1.[NH2:23][C@H:24]([C:33]1[CH:38]=[CH:37][CH:36]=[CH:35][CH:34]=1)[C:25]([O:27][CH:28]1[CH2:32][CH2:31][CH2:30][CH2:29]1)=[O:26]. (8) Given the reactants C(O[C:6]([N:8]1[CH2:13][CH2:12][N:11]([C:14]2[C:23]3[C:18](=[CH:19][C:20]([O:26][CH3:27])=[C:21]([O:24][CH3:25])[CH:22]=3)[N:17]=[CH:16][C:15]=2C(OCC)=O)[CH2:10][CH2:9]1)=[O:7])(C)(C)C.C(OC(N1CCN(C2[C:55]3[C:50](=[CH:51][C:52](F)=[C:53](F)[CH:54]=3)N=CN=2)CC1)=O)(C)(C)C.[N-:58]=[C:59]=S, predict the reaction product. The product is: [CH3:25][O:24][C:21]1[CH:22]=[C:23]2[C:18](=[CH:19][C:20]=1[O:26][CH3:27])[N:17]=[CH:16][CH:15]=[C:14]2[N:11]1[CH2:10][CH2:9][N:8]([C:6]([NH:58][C:59]2[CH:23]=[CH:22][C:21]([O:24][C:50]3[CH:51]=[CH:52][CH:53]=[CH:54][CH:55]=3)=[CH:20][CH:19]=2)=[O:7])[CH2:13][CH2:12]1. (9) Given the reactants C(N(CC)CC)C.[C:8]1([CH3:18])[CH:13]=[CH:12][C:11]([S:14](Cl)(=[O:16])=[O:15])=[CH:10][CH:9]=1.[CH3:19][O:20][C:21](=[O:38])[C@@H:22]1[CH2:26][C@@H:25]([OH:27])[CH2:24][N:23]1[C:28]([O:30][CH2:31][C:32]1[CH:37]=[CH:36][CH:35]=[CH:34][CH:33]=1)=[O:29], predict the reaction product. The product is: [CH3:19][O:20][C:21](=[O:38])[C@@H:22]1[CH2:26][C@@H:25]([O:27][S:14]([C:11]2[CH:12]=[CH:13][C:8]([CH3:18])=[CH:9][CH:10]=2)(=[O:16])=[O:15])[CH2:24][N:23]1[C:28]([O:30][CH2:31][C:32]1[CH:37]=[CH:36][CH:35]=[CH:34][CH:33]=1)=[O:29]. (10) Given the reactants [NH2:1][C:2]1=[N:3][C:4](=[O:32])[NH:5]/[C:6]/1=[CH:7]\[C:8]1[CH:13]=[CH:12][C:11]([O:14][CH2:15][C:16]2[CH:21]=[CH:20][C:19]([C:22]([F:25])([F:24])[F:23])=[CH:18][C:17]=2[C:26]([F:29])([F:28])[F:27])=[C:10]([O:30][CH3:31])[CH:9]=1.[CH3:33][N:34]1[CH2:38][CH2:37][CH2:36][CH:35]1[CH2:39][CH2:40]N, predict the reaction product. The product is: [F:29][C:26]([F:27])([F:28])[C:17]1[CH:18]=[C:19]([C:22]([F:25])([F:23])[F:24])[CH:20]=[CH:21][C:16]=1[CH2:15][O:14][C:11]1[CH:12]=[CH:13][C:8](/[CH:7]=[C:6]2/[C:2]([NH:1][CH2:40][CH2:39][CH:35]3[CH2:36][CH2:37][CH2:38][N:34]3[CH3:33])=[N:3][C:4](=[O:32])[NH:5]/2)=[CH:9][C:10]=1[O:30][CH3:31].